Dataset: Full USPTO retrosynthesis dataset with 1.9M reactions from patents (1976-2016). Task: Predict the reactants needed to synthesize the given product. (1) The reactants are: [O-]CC.[Na+].C(OC(=O)[NH:9][C:10]1[CH:15]=[C:14]([F:16])[C:13]([O:17][CH3:18])=[CH:12][C:11]=1[C:19]#[C:20][Si](C)(C)C)C. Given the product [CH3:18][O:17][C:13]1[CH:12]=[C:11]2[C:10](=[CH:15][C:14]=1[F:16])[NH:9][CH:20]=[CH:19]2, predict the reactants needed to synthesize it. (2) The reactants are: [CH3:1][CH:2]([Si:4]([CH:14]([CH3:16])[CH3:15])([CH:11]([CH3:13])[CH3:12])[O:5]/[C:6](/C)=[CH:7]/[CH2:8]O)[CH3:3].[CH3:17][C:18](OI1(OC(C)=O)(OC(C)=O)OC(=O)C2C=CC=CC1=2)=[O:19].C([O-])(O)=O.[Na+].[O-]S([O-])(=S)=O.[Na+].[Na+]. Given the product [CH3:16][CH:14]([Si:4]([CH:2]([CH3:1])[CH3:3])([CH:11]([CH3:12])[CH3:13])[O:5][CH2:6]/[C:7](/[CH3:8])=[CH:17]/[CH:18]=[O:19])[CH3:15], predict the reactants needed to synthesize it.